From a dataset of Catalyst prediction with 721,799 reactions and 888 catalyst types from USPTO. Predict which catalyst facilitates the given reaction. Reactant: [N:1]#N.C(OC)(=O)[C:4]([CH3:6])=[CH2:5].[NH2:10][C@H:11]([C:14](O)=O)[CH2:12][CH3:13].[C:17]([O-:20])([OH:19])=[O:18].[Na+:21].[S:22]([O:26][O:27][S:28]([O-:31])(=[O:30])=[O:29])([O-:25])(=[O:24])=[O:23].[NH4+].[NH4+]. Product: [Na+:21].[S:22]([O-:26])([O:20][CH2:17][CH2:13][CH2:12][CH2:11][CH2:14][CH2:14][CH2:11][CH2:12][CH2:13][CH2:5][CH2:4][CH3:6])(=[O:24])=[O:23].[C:17]([O-:20])([OH:19])=[O:18].[Na+:21].[S:22]([O:26][O:27][S:28]([O-:31])(=[O:30])=[O:29])([O-:25])(=[O:24])=[O:23].[NH4+:10].[NH4+:1]. The catalyst class is: 6.